The task is: Predict the product of the given reaction.. This data is from Forward reaction prediction with 1.9M reactions from USPTO patents (1976-2016). (1) The product is: [F:1][C:2]1[CH:26]=[C:25]([F:27])[CH:24]=[CH:23][C:3]=1[CH2:4][N:5]1[C:9]2=[CH:10][N:11]=[C:12]([C:14]([NH:28][OH:29])=[O:15])[CH:13]=[C:8]2[C:7]([CH2:19][O:20][CH2:21][CH3:22])=[CH:6]1. Given the reactants [F:1][C:2]1[CH:26]=[C:25]([F:27])[CH:24]=[CH:23][C:3]=1[CH2:4][N:5]1[C:9]2=[CH:10][N:11]=[C:12]([C:14](OCC)=[O:15])[CH:13]=[C:8]2[C:7]([CH2:19][O:20][CH2:21][CH3:22])=[CH:6]1.[NH2:28][OH:29].[OH-].[Na+], predict the reaction product. (2) The product is: [CH3:1][S:20][C:19](=[N:21][CH:22]([CH3:24])[CH3:23])[CH2:18][O:17][CH2:10][C:11]1[CH:16]=[CH:15][CH:14]=[CH:13][CH:12]=1. Given the reactants [CH3:1]OS(C(F)(F)F)(=O)=O.[CH2:10]([O:17][CH2:18][C:19]([NH:21][CH:22]([CH3:24])[CH3:23])=[S:20])[C:11]1[CH:16]=[CH:15][CH:14]=[CH:13][CH:12]=1, predict the reaction product. (3) The product is: [Br:1][C:2]1[CH:3]=[C:4](/[CH:9]=[CH:10]/[C:11]([N:13]([C:15]2([C:28](=[O:30])[NH:42][CH2:41][CH2:40][C:39]3[C:43]4[C:36](=[CH:35][CH:34]=[C:33]([F:32])[CH:44]=4)[NH:37][CH:38]=3)[CH2:16][CH2:17][N:18]([C:21]([O:23][C:24]([CH3:26])([CH3:27])[CH3:25])=[O:22])[CH2:19][CH2:20]2)[CH3:14])=[O:12])[CH:5]=[CH:6][C:7]=1[F:8]. Given the reactants [Br:1][C:2]1[CH:3]=[C:4](/[CH:9]=[CH:10]/[C:11]([N:13]([C:15]2([C:28]([OH:30])=O)[CH2:20][CH2:19][N:18]([C:21]([O:23][C:24]([CH3:27])([CH3:26])[CH3:25])=[O:22])[CH2:17][CH2:16]2)[CH3:14])=[O:12])[CH:5]=[CH:6][C:7]=1[F:8].Cl.[F:32][C:33]1[CH:44]=[C:43]2[C:36]([NH:37][CH:38]=[C:39]2[CH2:40][CH2:41][NH2:42])=[CH:35][CH:34]=1.C(N(C(C)C)CC)(C)C.F[P-](F)(F)(F)(F)F.N1(OC(N(C)C)=[N+](C)C)C2N=CC=CC=2N=N1, predict the reaction product. (4) Given the reactants Cl[C:2]1[C:7]([Cl:8])=[CH:6][C:5]([N+:9]([O-:11])=[O:10])=[CH:4][N:3]=1.[C:12]([O:16][C:17]([N:19]1[CH2:24][CH2:23][NH:22][CH2:21][CH2:20]1)=[O:18])([CH3:15])([CH3:14])[CH3:13].C(=O)([O-])[O-].[K+].[K+].C(OCC)(=O)C, predict the reaction product. The product is: [C:12]([O:16][C:17]([N:19]1[CH2:24][CH2:23][N:22]([C:2]2[C:7]([Cl:8])=[CH:6][C:5]([N+:9]([O-:11])=[O:10])=[CH:4][N:3]=2)[CH2:21][CH2:20]1)=[O:18])([CH3:15])([CH3:13])[CH3:14]. (5) Given the reactants [CH:1]1([C:7]2[C:15]3[C:10](=[CH:11][C:12]([C:16]([O:18][CH3:19])=[O:17])=[CH:13][CH:14]=3)[N:9]([CH2:20][CH:21]([O:24][CH3:25])[O:22][CH3:23])[C:8]=2[C:26]2[CH:31]=[CH:30][CH:29]=[CH:28][C:27]=2[CH:32]=O)[CH2:6][CH2:5][CH2:4][CH2:3][CH2:2]1.Cl.[NH2:35][CH2:36][C:37]([O:39][C:40]([CH3:43])([CH3:42])[CH3:41])=[O:38].[BH-](OC(C)=O)(OC(C)=O)OC(C)=O.[Na+], predict the reaction product. The product is: [CH:1]1([C:7]2[C:15]3[C:10](=[CH:11][C:12]([C:16]([O:18][CH3:19])=[O:17])=[CH:13][CH:14]=3)[N:9]([CH2:20][CH:21]([O:22][CH3:23])[O:24][CH3:25])[C:8]=2[C:26]2[CH:31]=[CH:30][CH:29]=[CH:28][C:27]=2[CH2:32][NH:35][CH2:36][C:37]([O:39][C:40]([CH3:43])([CH3:42])[CH3:41])=[O:38])[CH2:2][CH2:3][CH2:4][CH2:5][CH2:6]1. (6) The product is: [CH2:1]([O:3][C:4](=[O:40])[C:5]([CH3:38])([CH3:39])[CH2:6][C:7]1[N:8]([CH2:22][C:23]2[CH:24]=[CH:25][C:26]([C:42]3[N:43]=[N:44][C:45]([O:48][CH3:49])=[CH:46][CH:47]=3)=[CH:27][CH:28]=2)[C:9]2[C:14]([C:15]=1[S:16][C:17]([CH3:20])([CH3:18])[CH3:19])=[CH:13][C:12]([OH:21])=[CH:11][CH:10]=2)[CH3:2]. Given the reactants [CH2:1]([O:3][C:4](=[O:40])[C:5]([CH3:39])([CH3:38])[CH2:6][C:7]1[N:8]([CH2:22][C:23]2[CH:28]=[CH:27][C:26](B3OC(C)(C)C(C)(C)O3)=[CH:25][CH:24]=2)[C:9]2[C:14]([C:15]=1[S:16][C:17]([CH3:20])([CH3:19])[CH3:18])=[CH:13][C:12]([OH:21])=[CH:11][CH:10]=2)[CH3:2].Cl[C:42]1[N:43]=[N:44][C:45]([O:48][CH3:49])=[CH:46][CH:47]=1.C(=O)([O-])[O-].[K+].[K+], predict the reaction product. (7) Given the reactants [N:1]1([C:6]2[N:11]=[C:10]([NH:12][CH2:13][CH2:14][NH:15][C:16]3[C:17](=[O:23])[C:18](=[O:22])[C:19]=3OC)[CH:9]=[C:8]([N:24]3[CH2:28][CH2:27][CH2:26][CH2:25]3)[N:7]=2)[CH2:5][CH2:4][CH2:3][CH2:2]1.[Cl:29][C:30]1[CH:37]=[CH:36][C:33]([CH2:34][NH2:35])=[CH:32][CH:31]=1, predict the reaction product. The product is: [Cl:29][C:30]1[CH:37]=[CH:36][C:33]([CH2:34][NH:35][C:19]2[C:18](=[O:22])[C:17](=[O:23])[C:16]=2[NH:15][CH2:14][CH2:13][NH:12][C:10]2[CH:9]=[C:8]([N:24]3[CH2:28][CH2:27][CH2:26][CH2:25]3)[N:7]=[C:6]([N:1]3[CH2:5][CH2:4][CH2:3][CH2:2]3)[N:11]=2)=[CH:32][CH:31]=1. (8) The product is: [Br:15][C:16]1[CH:17]=[CH:18][C:19]([NH:8][C:3]2[CH:4]=[CH:5][CH:6]=[CH:7][C:2]=2[Cl:1])=[C:20]([CH:23]=1)[C:21]#[N:22]. Given the reactants [Cl:1][C:2]1[CH:7]=[CH:6][CH:5]=[CH:4][C:3]=1[NH2:8].CC(C)([O-])C.[K+].[Br:15][C:16]1[CH:17]=[CH:18][C:19](F)=[C:20]([CH:23]=1)[C:21]#[N:22], predict the reaction product.